This data is from Reaction yield outcomes from USPTO patents with 853,638 reactions. The task is: Predict the reaction yield, written as a fraction of the theoretical maximum amount of product (1.0 means a 100% yield; for example, 0.34 means a 34% yield). (1) The reactants are [NH2:1][C:2]1[CH:7]=[CH:6][N:5]([C@H:8]2[C@H:12]([O:13][C:14](=[O:17])[CH2:15][CH3:16])[C@H:11]([F:18])[C@@:10]([N:21]=[N+:22]=[N-:23])([CH2:19][OH:20])[O:9]2)[C:4](=[O:24])[N:3]=1.C([Mg]Cl)(C)(C)C.Cl[C:32]1[CH:41]=[CH:40][C:39]2[C:34](=[CH:35][CH:36]=[CH:37][CH:38]=2)[C:33]=1[O:42][P:43](=[N:45][C@@H:46]([CH3:53])[C:47]([O:49][CH:50]([CH3:52])[CH3:51])=[O:48])=[O:44].CO. The catalyst is C1COCC1. The product is [CH:50]([O:49][C:47](=[O:48])[C@@H:46]([N:45]=[P:43]([O:42][C:33]1[C:34]2[C:39](=[CH:38][CH:37]=[CH:36][CH:35]=2)[CH:40]=[CH:41][C:32]=1[O:20][CH2:19][C@:10]1([N:21]=[N+:22]=[N-:23])[C@@H:11]([F:18])[C@@H:12]([O:13][C:14](=[O:17])[CH2:15][CH3:16])[C@H:8]([N:5]2[CH:6]=[CH:7][C:2]([NH2:1])=[N:3][C:4]2=[O:24])[O:9]1)=[O:44])[CH3:53])([CH3:51])[CH3:52]. The yield is 0.580. (2) The reactants are [NH2:1]N.[F:3][C:4]1[CH:9]=[CH:8][C:7]([CH:10]2[CH2:15][CH2:14][N:13]([CH2:16][CH2:17][CH2:18]C3C=CC=C4C(NC(=O)C=34)=O)[CH2:12][CH2:11]2)=[CH:6][CH:5]=1. The catalyst is CO. The product is [F:3][C:4]1[CH:5]=[CH:6][C:7]([CH:10]2[CH2:11][CH2:12][N:13]([CH2:16][CH2:17][CH2:18][NH2:1])[CH2:14][CH2:15]2)=[CH:8][CH:9]=1. The yield is 0.930. (3) The reactants are OS(O)(=O)=O.[Br:6][C:7]1[CH:8]=[C:9]([CH:21]=[CH:22][C:23]=1[Br:24])[C:10]([NH:12][CH2:13][CH2:14][CH2:15][CH2:16][CH2:17][C:18]([OH:20])=[O:19])=[O:11].[C:25]([O-])(O)=O.[Na+]. The catalyst is CO. The product is [Br:6][C:7]1[CH:8]=[C:9]([CH:21]=[CH:22][C:23]=1[Br:24])[C:10]([NH:12][CH2:13][CH2:14][CH2:15][CH2:16][CH2:17][C:18]([O:20][CH3:25])=[O:19])=[O:11]. The yield is 0.960. (4) The reactants are I[C:2]1[CH:7]=[CH:6][C:5]([S:8]([NH:11][C:12]2[S:13][CH:14]=[CH:15][N:16]=2)(=[O:10])=[O:9])=[CH:4][CH:3]=1.[CH3:17][C:18]1(C)[C:31]2C=CC=C(P(C3C=CC=CC=3)C3C=CC=CC=3)C=2OC2[C:19]1=CC=CC=2P(C1C=CC=CC=1)C1C=CC=CC=1.[NH2:59][C:60]1[CH:64]=[C:63](C(C)(C)C)[O:62][N:61]=1.CC(C)([O-])C.[Na+]. The catalyst is O1CCOCC1.C1C=CC(/C=C/C(/C=C/C2C=CC=CC=2)=O)=CC=1.C1C=CC(/C=C/C(/C=C/C2C=CC=CC=2)=O)=CC=1.C1C=CC(/C=C/C(/C=C/C2C=CC=CC=2)=O)=CC=1.[Pd].[Pd]. The product is [C:18]([C:60]1([NH:59][C:2]2[CH:7]=[CH:6][C:5]([S:8]([NH:11][C:12]3[S:13][CH:14]=[CH:15][N:16]=3)(=[O:10])=[O:9])=[CH:4][CH:3]=2)[CH:64]=[CH:63][O:62][NH:61]1)([CH3:31])([CH3:19])[CH3:17]. The yield is 0.200.